Dataset: Reaction yield outcomes from USPTO patents with 853,638 reactions. Task: Predict the reaction yield, written as a fraction of the theoretical maximum amount of product (1.0 means a 100% yield; for example, 0.34 means a 34% yield). (1) The reactants are [CH3:1][C:2]1([CH3:28])[CH2:11][CH2:10][C:9]([CH3:13])([CH3:12])[C:8]2[CH:7]=[C:6]([CH:14]=[O:15])[CH:5]=[C:4]([O:16][CH2:17][C:18]3[CH:23]=[CH:22][C:21]([C:24]([F:27])([F:26])[F:25])=[CH:20][CH:19]=3)[C:3]1=2.[C:29]([Mg]Br)#[CH:30]. No catalyst specified. The product is [CH3:1][C:2]1([CH3:28])[CH2:11][CH2:10][C:9]([CH3:12])([CH3:13])[C:8]2[CH:7]=[C:6]([CH:14]([OH:15])[C:29]#[CH:30])[CH:5]=[C:4]([O:16][CH2:17][C:18]3[CH:23]=[CH:22][C:21]([C:24]([F:26])([F:25])[F:27])=[CH:20][CH:19]=3)[C:3]1=2. The yield is 1.00. (2) The reactants are [CH2:1]([N:8]([CH2:10][C:11]1[C:12]([C:43](O)=[O:44])=[C:13]([N:28]([CH2:34][C:35]2[C:40]([F:41])=[CH:39][CH:38]=[CH:37][C:36]=2[F:42])[C:29](OCC)=[O:30])[S:14][C:15]=1[C:16]1[CH:21]=[CH:20][C:19]([NH:22][C:23]([NH:25][O:26][CH3:27])=[O:24])=[CH:18][CH:17]=1)[CH3:9])[C:2]1[CH:7]=[CH:6][CH:5]=[CH:4][CH:3]=1.[NH2:46][CH:47]1[CH2:52][CH2:51][CH:50]([OH:53])[CH2:49][CH2:48]1. No catalyst specified. The product is [CH2:1]([N:8]([CH2:10][C:11]1[C:12]2[C:43](=[O:44])[N:46]([CH:47]3[CH2:52][CH2:51][CH:50]([OH:53])[CH2:49][CH2:48]3)[C:29](=[O:30])[N:28]([CH2:34][C:35]3[C:40]([F:41])=[CH:39][CH:38]=[CH:37][C:36]=3[F:42])[C:13]=2[S:14][C:15]=1[C:16]1[CH:17]=[CH:18][C:19]([NH:22][C:23]([NH:25][O:26][CH3:27])=[O:24])=[CH:20][CH:21]=1)[CH3:9])[C:2]1[CH:3]=[CH:4][CH:5]=[CH:6][CH:7]=1. The yield is 0.480.